Predict which catalyst facilitates the given reaction. From a dataset of Catalyst prediction with 721,799 reactions and 888 catalyst types from USPTO. Reactant: [CH3:1][C:2]1[CH:7]=[C:6]([C:8]2[CH:13]=[C:12]([CH2:14][C:15]([OH:17])=O)[CH:11]=[CH:10][N:9]=2)[CH:5]=[CH:4][N:3]=1.[N:18]1[CH:23]=[CH:22][N:21]=[CH:20][C:19]=1[C:24]1[CH:25]=[CH:26][C:27]([NH2:30])=[N:28][CH:29]=1.C1(N=C=NC2CCCCC2)CCCCC1. Product: [CH3:1][C:2]1[CH:7]=[C:6]([C:8]2[CH:13]=[C:12]([CH2:14][C:15]([NH:30][C:27]3[CH:26]=[CH:25][C:24]([C:19]4[CH:20]=[N:21][CH:22]=[CH:23][N:18]=4)=[CH:29][N:28]=3)=[O:17])[CH:11]=[CH:10][N:9]=2)[CH:5]=[CH:4][N:3]=1. The catalyst class is: 456.